Task: Predict which catalyst facilitates the given reaction.. Dataset: Catalyst prediction with 721,799 reactions and 888 catalyst types from USPTO (1) Reactant: [F:1][C:2]1[CH:9]=[C:8]([OH:10])[CH:7]=[CH:6][C:3]=1[CH:4]=[O:5].C(=O)([O-])[O-].[K+].[K+].FC(F)(F)S(O[CH2:23][C:24]([F:27])([F:26])[F:25])(=O)=O. Product: [F:1][C:2]1[CH:9]=[C:8]([O:10][CH2:23][C:24]([F:27])([F:26])[F:25])[CH:7]=[CH:6][C:3]=1[CH:4]=[O:5]. The catalyst class is: 9. (2) Reactant: C([N:3](CC)CC)C.CS(Cl)(=O)=O.[C:13]([O:17][C:18](=[O:28])[NH:19][C@H:20]([C@@H:25](O)[CH3:26])[CH2:21][O:22][CH2:23][CH3:24])([CH3:16])([CH3:15])[CH3:14].P(=O)(O)(O)O. Product: [C:13]([O:17][C:18](=[O:28])[NH:19][C@H:20]([C@H:25]([NH2:3])[CH3:26])[CH2:21][O:22][CH2:23][CH3:24])([CH3:16])([CH3:15])[CH3:14]. The catalyst class is: 1. (3) Reactant: [H-].[Na+].[CH3:3][C:4]1[N:9]=[C:8](/[C:10](=[N:12]/O)/[CH3:11])[CH:7]=[CH:6][CH:5]=1.[CH3:14][O:15]/[N:16]=[C:17](/[C:19]1[N:24]=[C:23]([C:25]#[C:26][CH2:27][O:28]S(C)(=O)=O)[CH:22]=[CH:21][CH:20]=1)\[CH3:18]. Product: [CH3:14][O:15]/[N:16]=[C:17](/[C:19]1[CH:20]=[CH:21][CH:22]=[C:23]([C:25]#[C:26][CH2:27][O:28]/[N:12]=[C:10](/[C:8]2[CH:7]=[CH:6][CH:5]=[C:4]([CH3:3])[N:9]=2)\[CH3:11])[N:24]=1)\[CH3:18]. The catalyst class is: 42. (4) Reactant: [F:1]C1N=C(F)N=C(F)N=1.N1C=CC=CC=1.[CH:16]1([CH2:21][C@H:22]([CH2:26][N:27]([CH:36]=[O:37])[O:28][CH2:29][C:30]2[CH:35]=[CH:34][CH:33]=[CH:32][CH:31]=2)[C:23](O)=[O:24])[CH2:20][CH2:19][CH2:18][CH2:17]1.C(O)(=O)CC(CC(O)=O)(C(O)=O)O. Product: [CH:16]1([CH2:21][C@H:22]([CH2:26][N:27]([CH:36]=[O:37])[O:28][CH2:29][C:30]2[CH:35]=[CH:34][CH:33]=[CH:32][CH:31]=2)[C:23]([F:1])=[O:24])[CH2:20][CH2:19][CH2:18][CH2:17]1. The catalyst class is: 4.